Dataset: Reaction yield outcomes from USPTO patents with 853,638 reactions. Task: Predict the reaction yield, written as a fraction of the theoretical maximum amount of product (1.0 means a 100% yield; for example, 0.34 means a 34% yield). The reactants are [C:1]([O:5][C:6]([NH:8][C@@H:9]1[CH2:14][C:13]([C:15]([OH:17])=[O:16])=[CH:12][CH2:11][C@H:10]1[C:18]1[CH:23]=[C:22]([F:24])[C:21]([F:25])=[CH:20][C:19]=1[F:26])=[O:7])([CH3:4])([CH3:3])[CH3:2].[CH3:27][Si](C=[N+]=[N-])(C)C.C(OC(OC(C)(C)C)=O)(OC(C)(C)C)=O.C(=O)(O)[O-].[Na+]. The catalyst is CO.C(Cl)Cl.C(O)(=O)C. The product is [C:1]([O:5][C:6]([NH:8][C@H:9]1[CH2:14][C:13]([C:15]([O:17][CH3:27])=[O:16])=[CH:12][CH2:11][C@@H:10]1[C:18]1[CH:23]=[C:22]([F:24])[C:21]([F:25])=[CH:20][C:19]=1[F:26])=[O:7])([CH3:4])([CH3:2])[CH3:3]. The yield is 0.390.